From a dataset of Forward reaction prediction with 1.9M reactions from USPTO patents (1976-2016). Predict the product of the given reaction. (1) Given the reactants [N+:1]([C:4]1[CH:5]=[C:6]([CH:20]=[CH:21][C:22]=1[N+:23]([O-])=O)[NH:7][C:8]([CH:10]1[CH2:19][CH2:18][C:17]2[C:12](=[CH:13][CH:14]=[CH:15][CH:16]=2)[CH2:11]1)=[O:9])([O-])=O.[CH:26](=O)[C:27]1[CH:32]=[CH:31][CH:30]=[CH:29][CH:28]=1, predict the reaction product. The product is: [C:27]1([C:26]2[NH:23][C:22]3[CH:21]=[CH:20][C:6]([NH:7][C:8]([CH:10]4[CH2:19][CH2:18][C:17]5[C:12](=[CH:13][CH:14]=[CH:15][CH:16]=5)[CH2:11]4)=[O:9])=[CH:5][C:4]=3[N:1]=2)[CH:32]=[CH:31][CH:30]=[CH:29][CH:28]=1. (2) Given the reactants [F:1][C:2]1[CH:10]=[C:9]2[C:5]([C:6](I)=[CH:7][N:8]2[S:11]([C:14]2[CH:19]=[CH:18][CH:17]=[CH:16][CH:15]=2)(=[O:13])=[O:12])=[CH:4][CH:3]=1.CC1(C)C(C)(C)OB([C:29]2[CH:30]=[C:31]3[O:37][C:36](=[O:38])[NH:35][C:32]3=[N:33][CH:34]=2)O1.C(Cl)Cl.C([O-])([O-])=O.[K+].[K+], predict the reaction product. The product is: [F:1][C:2]1[CH:10]=[C:9]2[C:5]([C:6]([C:29]3[CH:30]=[C:31]4[O:37][C:36](=[O:38])[NH:35][C:32]4=[N:33][CH:34]=3)=[CH:7][N:8]2[S:11]([C:14]2[CH:19]=[CH:18][CH:17]=[CH:16][CH:15]=2)(=[O:13])=[O:12])=[CH:4][CH:3]=1. (3) The product is: [Br:27][C:28]1[CH:33]=[CH:32][C:31]([C:34]2([CH2:5][OH:16])[C:42]3[C:37](=[CH:38][CH:39]=[CH:40][CH:41]=3)[N:36]([CH2:43][CH2:44][CH2:45][CH2:46][CH3:47])[C:35]2=[O:48])=[C:30]([OH:49])[CH:29]=1. Given the reactants BrC1C=CC=C2C=1C(C1C(O)=CC3OCOC=3C=1)[C:5](=[O:16])N2CCCCC.[Br:27][C:28]1[CH:33]=[CH:32][C:31]([CH:34]2[C:42]3[C:37](=[CH:38][CH:39]=[CH:40][CH:41]=3)[N:36]([CH2:43][CH2:44][CH2:45][CH2:46][CH3:47])[C:35]2=[O:48])=[C:30]([OH:49])[CH:29]=1, predict the reaction product. (4) Given the reactants C([Si](C(C)C)(C(C)C)[O:5][C:6]([C:9]1[CH:14]=[N:13][CH:12]=[CH:11][N:10]=1)=[CH:7][Cl:8])(C)C, predict the reaction product. The product is: [Cl:8][CH2:7][C:6]([C:9]1[CH:14]=[N:13][CH:12]=[CH:11][N:10]=1)=[O:5].